Dataset: Full USPTO retrosynthesis dataset with 1.9M reactions from patents (1976-2016). Task: Predict the reactants needed to synthesize the given product. The reactants are: [Cl:1][C:2]1[C:10]([Cl:11])=[CH:9][CH:8]=[CH:7][C:3]=1[C:4]([OH:6])=O.[NH2:12][CH2:13][CH:14]([C:23]1[CH:24]=[N:25][C:26]([N:29]([CH3:31])[CH3:30])=[N:27][CH:28]=1)[N:15]1[CH2:20][CH2:19][C:18]([F:22])([F:21])[CH2:17][CH2:16]1. Given the product [Cl:1][C:2]1[C:10]([Cl:11])=[CH:9][CH:8]=[CH:7][C:3]=1[C:4]([NH:12][CH2:13][CH:14]([N:15]1[CH2:16][CH2:17][C:18]([F:21])([F:22])[CH2:19][CH2:20]1)[C:23]1[CH:24]=[N:25][C:26]([N:29]([CH3:31])[CH3:30])=[N:27][CH:28]=1)=[O:6], predict the reactants needed to synthesize it.